Task: Regression. Given two drug SMILES strings and cell line genomic features, predict the synergy score measuring deviation from expected non-interaction effect.. Dataset: NCI-60 drug combinations with 297,098 pairs across 59 cell lines (1) Cell line: HOP-62. Synergy scores: CSS=55.7, Synergy_ZIP=0.0279, Synergy_Bliss=2.44, Synergy_Loewe=-24.7, Synergy_HSA=2.78. Drug 2: CC=C1C(=O)NC(C(=O)OC2CC(=O)NC(C(=O)NC(CSSCCC=C2)C(=O)N1)C(C)C)C(C)C. Drug 1: C1CCC(CC1)NC(=O)N(CCCl)N=O. (2) Drug 1: CC1=CC=C(C=C1)C2=CC(=NN2C3=CC=C(C=C3)S(=O)(=O)N)C(F)(F)F. Drug 2: CC1=C(C=C(C=C1)C(=O)NC2=CC(=CC(=C2)C(F)(F)F)N3C=C(N=C3)C)NC4=NC=CC(=N4)C5=CN=CC=C5. Cell line: M14. Synergy scores: CSS=2.89, Synergy_ZIP=0.265, Synergy_Bliss=2.17, Synergy_Loewe=0.490, Synergy_HSA=0.696. (3) Synergy scores: CSS=26.4, Synergy_ZIP=-3.20, Synergy_Bliss=-5.72, Synergy_Loewe=-18.3, Synergy_HSA=-5.83. Cell line: DU-145. Drug 2: C1=NC2=C(N1)C(=S)N=C(N2)N. Drug 1: CN(C)N=NC1=C(NC=N1)C(=O)N. (4) Drug 1: C1=CC(=CC=C1CCC2=CNC3=C2C(=O)NC(=N3)N)C(=O)NC(CCC(=O)O)C(=O)O. Cell line: LOX IMVI. Drug 2: C#CCC(CC1=CN=C2C(=N1)C(=NC(=N2)N)N)C3=CC=C(C=C3)C(=O)NC(CCC(=O)O)C(=O)O. Synergy scores: CSS=48.6, Synergy_ZIP=-3.27, Synergy_Bliss=-9.79, Synergy_Loewe=-16.3, Synergy_HSA=-6.56.